This data is from Forward reaction prediction with 1.9M reactions from USPTO patents (1976-2016). The task is: Predict the product of the given reaction. (1) Given the reactants [Cl:1][C:2]1[CH:3]=[C:4]([NH:8][C:9](=[O:17])[C:10]2[CH:15]=[CH:14][C:13](F)=[N:12][CH:11]=2)[CH:5]=[CH:6][CH:7]=1.[CH2:18]([NH2:25])[C:19]1[CH:24]=[CH:23][CH:22]=[CH:21][CH:20]=1, predict the reaction product. The product is: [CH2:18]([NH:25][C:13]1[CH:14]=[CH:15][C:10]([C:9]([NH:8][C:4]2[CH:5]=[CH:6][CH:7]=[C:2]([Cl:1])[CH:3]=2)=[O:17])=[CH:11][N:12]=1)[C:19]1[CH:24]=[CH:23][CH:22]=[CH:21][CH:20]=1. (2) Given the reactants [Br:1][C:2]1[CH:7]=[C:6]([Cl:8])[CH:5]=[CH:4][N:3]=1.[Li+].CC([N-]C(C)C)C.[O:17]1[CH2:20][C:19](=[O:21])[CH2:18]1.[NH4+].[Cl-], predict the reaction product. The product is: [Br:1][C:2]1[C:7]([C:19]2([OH:21])[CH2:20][O:17][CH2:18]2)=[C:6]([Cl:8])[CH:5]=[CH:4][N:3]=1. (3) Given the reactants S(Br)([Br:3])=O.[Cl:5][C:6]1[C:7]([CH:15](O)[C:16]([O:18][CH3:19])=[O:17])=[CH:8][C:9]2[O:13][CH2:12][O:11][C:10]=2[CH:14]=1, predict the reaction product. The product is: [Br:3][CH:15]([C:7]1[C:6]([Cl:5])=[CH:14][C:10]2[O:11][CH2:12][O:13][C:9]=2[CH:8]=1)[C:16]([O:18][CH3:19])=[O:17].